From a dataset of Catalyst prediction with 721,799 reactions and 888 catalyst types from USPTO. Predict which catalyst facilitates the given reaction. Reactant: [CH2:1]([O:3][C:4]([CH:6]1[CH:11]([NH:12][CH2:13][C:14]2[CH:19]=[CH:18][C:17]([F:20])=[CH:16][CH:15]=2)[CH2:10][CH:9]=[CH:8][CH2:7]1)=[O:5])[CH3:2].[CH3:21][S:22]([NH:25][C:26]1[CH:41]=[CH:40][C:29]2[NH:30][C:31]([CH2:36][C:37](O)=[O:38])=[N:32][S:33](=[O:35])(=[O:34])[C:28]=2[CH:27]=1)(=[O:24])=[O:23].CN1CCOCC1.Cl.CN(C)CCCN=C=NCC.Cl. Product: [CH2:1]([O:3][C:4]([CH:6]1[CH:11]([N:12]([CH2:13][C:14]2[CH:15]=[CH:16][C:17]([F:20])=[CH:18][CH:19]=2)[C:37](=[O:38])[CH2:36][C:31]2[NH:30][C:29]3[CH:40]=[CH:41][C:26]([NH:25][S:22]([CH3:21])(=[O:24])=[O:23])=[CH:27][C:28]=3[S:33](=[O:34])(=[O:35])[N:32]=2)[CH2:10][CH:9]=[CH:8][CH2:7]1)=[O:5])[CH3:2]. The catalyst class is: 9.